From a dataset of Full USPTO retrosynthesis dataset with 1.9M reactions from patents (1976-2016). Predict the reactants needed to synthesize the given product. (1) Given the product [C:1]([N:4]1[CH2:13][CH2:12][C:11]2[C:10]([N:14]3[CH2:19][CH2:18][O:17][CH2:16][C@@H:15]3[CH3:20])=[N:9][C:8]([C:21]3[CH:26]=[CH:25][C:24]([NH:27][C:28]([NH:30][CH2:31][CH3:32])=[O:29])=[CH:23][CH:22]=3)=[N:7][C:6]=2[C@H:5]1[CH3:33])(=[O:3])[CH3:2], predict the reactants needed to synthesize it. The reactants are: [C:1]([N:4]1[CH2:13][CH2:12][C:11]2[C:10]([N:14]3[CH2:19][CH2:18][O:17][CH2:16][C@@H:15]3[CH3:20])=[N:9][C:8]([C:21]3[CH:26]=[CH:25][C:24]([NH:27][C:28]([NH:30][CH2:31][CH3:32])=[O:29])=[CH:23][CH:22]=3)=[N:7][C:6]=2[C@@H:5]1[CH3:33])(=[O:3])[CH3:2].C(NC(NC1C=CC(C2N=C(N3CCOC[C@@H]3C)C3CCNC(C)C=3N=2)=CC=1)=O)C.CN(C)C=O.C(N(CC)C(C)C)(C)C.C(Cl)(=O)C. (2) Given the product [CH2:1]([NH:8][C@@H:9]1[CH2:14][CH2:13][CH2:12][CH2:11][C@H:10]1[NH:15][CH2:16][C:17]1[CH:22]=[CH:21][CH:20]=[CH:19][CH:18]=1)[C:2]1[CH:3]=[CH:4][CH:5]=[CH:6][CH:7]=1, predict the reactants needed to synthesize it. The reactants are: [CH2:1]([NH:8][C@@H:9]1[CH2:14][CH2:13][CH2:12][CH2:11][C@@H:10]1[NH:15][CH2:16][C:17]1[CH:22]=[CH:21][CH:20]=[CH:19][CH:18]=1)[C:2]1[CH:7]=[CH:6][CH:5]=[CH:4][CH:3]=1.N[C@@H]1CCCC[C@@H]1N.C(=O)C1C=CC=CC=1. (3) Given the product [ClH:12].[OH:5][CH2:4][CH2:3][CH2:2][N:28]1[CH2:29][CH2:30][CH:25]([NH:24][C:22]2[CH:21]=[CH:20][CH:19]=[C:18]3[C:23]=2[C:14]([CH3:13])=[CH:15][N:16]=[CH:17]3)[CH2:26][CH2:27]1, predict the reactants needed to synthesize it. The reactants are: Br[CH2:2][CH2:3][CH2:4][O:5][CH:4]1[CH2:3][CH2:2]CC[O:5]1.[ClH:12].[CH3:13][C:14]1[C:23]2[C:18](=[CH:19][CH:20]=[CH:21][C:22]=2[NH:24][CH:25]2[CH2:30][CH2:29][NH:28][CH2:27][CH2:26]2)[CH:17]=[N:16][CH:15]=1. (4) Given the product [C:17]([N:13]1[CH2:14][CH2:15][CH2:16][C@H:12]1[C:4]1[N:5]2[CH:10]=[CH:9][N:8]=[C:7]([CH3:11])[C:6]2=[C:2]([C:29]2[CH:47]=[CH:46][C:32]([C:33]([NH:35][C:36]3[CH:41]=[C:40]([C:42]([F:43])([F:44])[F:45])[CH:39]=[CH:38][N:37]=3)=[O:34])=[CH:31][CH:30]=2)[N:3]=1)(=[O:20])[CH:18]=[CH2:19], predict the reactants needed to synthesize it. The reactants are: Br[C:2]1[N:3]=[C:4]([C@@H:12]2[CH2:16][CH2:15][CH2:14][N:13]2[C:17](=[O:20])[CH:18]=[CH2:19])[N:5]2[CH:10]=[CH:9][N:8]=[C:7]([CH3:11])[C:6]=12.CC1(C)C(C)(C)OB([C:29]2[CH:47]=[CH:46][C:32]([C:33]([NH:35][C:36]3[CH:41]=[C:40]([C:42]([F:45])([F:44])[F:43])[CH:39]=[CH:38][N:37]=3)=[O:34])=[CH:31][CH:30]=2)O1.